This data is from Catalyst prediction with 721,799 reactions and 888 catalyst types from USPTO. The task is: Predict which catalyst facilitates the given reaction. (1) Reactant: [C:1](Cl)(Cl)=[O:2].C1(C)C=CC=CC=1.CS(O)(=O)=O.[CH3:17][CH:18]([CH3:29])[CH2:19][CH:20]([NH2:28])[CH2:21][CH2:22][C:23]1[S:24][CH:25]=[CH:26][CH:27]=1.[CH3:17][CH:18]([CH3:29])[CH2:19][CH:20]([NH2:28])[CH2:21][CH2:22][C:23]1[S:24][CH:25]=[CH:26][CH:27]=1. Product: [N:28]([CH:20]([CH2:19][CH:18]([CH3:29])[CH3:17])[CH2:21][CH2:22][C:23]1[S:24][CH:25]=[CH:26][CH:27]=1)=[C:1]=[O:2]. The catalyst class is: 7. (2) Reactant: C(=O)(O)[O-].[Na+].[C:14](O[C:14]([O:16][C:17]([CH3:20])([CH3:19])[CH3:18])=[O:15])([O:16][C:17]([CH3:20])([CH3:19])[CH3:18])=[O:15].[NH2:21][C:22]1[CH:29]=[C:28]([NH:30][C@@H:31]2[CH2:36][CH2:35][CH2:34][CH2:33][C@@H:32]2[NH2:37])[CH:27]=[CH:26][C:23]=1[C:24]#[N:25]. Product: [NH2:21][C:22]1[CH:29]=[C:28]([NH:30][C@H:31]2[CH2:36][CH2:35][CH2:34][CH2:33][C@H:32]2[NH:37][C:14](=[O:15])[O:16][C:17]([CH3:18])([CH3:19])[CH3:20])[CH:27]=[CH:26][C:23]=1[C:24]#[N:25]. The catalyst class is: 7.